This data is from Full USPTO retrosynthesis dataset with 1.9M reactions from patents (1976-2016). The task is: Predict the reactants needed to synthesize the given product. (1) The reactants are: [CH2:1]([O:8][C:9]1[C:14]([N+:15]([O-:17])=[O:16])=[C:13](Cl)[CH:12]=[CH:11][N:10]=1)[C:2]1[CH:7]=[CH:6][CH:5]=[CH:4][CH:3]=1.C([O-])([O-])=O.[Na+].[Na+].[Cl:25][C:26]1[CH:31]=[C:30]([O:32][CH3:33])[CH:29]=[CH:28][C:27]=1B(O)O.CCOC(C)=O. Given the product [CH2:1]([O:8][C:9]1[C:14]([N+:15]([O-:17])=[O:16])=[C:13]([C:27]2[CH:28]=[CH:29][C:30]([O:32][CH3:33])=[CH:31][C:26]=2[Cl:25])[CH:12]=[CH:11][N:10]=1)[C:2]1[CH:7]=[CH:6][CH:5]=[CH:4][CH:3]=1, predict the reactants needed to synthesize it. (2) Given the product [CH2:1]([O:8][C:9]([C:11]1[S:19][C:18]2[C:17](=[O:20])[N:16]([CH2:21][C:22]3[CH:27]=[CH:26][CH:25]=[CH:24][CH:23]=3)[C:15](=[O:28])[N:14]([CH3:31])[C:13]=2[CH:12]=1)=[O:10])[C:2]1[CH:7]=[CH:6][CH:5]=[CH:4][CH:3]=1, predict the reactants needed to synthesize it. The reactants are: [CH2:1]([O:8][C:9]([C:11]1[S:19][C:18]2[C:17](=[O:20])[N:16]([CH2:21][C:22]3[CH:27]=[CH:26][CH:25]=[CH:24][CH:23]=3)[C:15](=[O:28])[NH:14][C:13]=2[CH:12]=1)=[O:10])[C:2]1[CH:7]=[CH:6][CH:5]=[CH:4][CH:3]=1.IC.[C:31](=O)([O-])[O-].[K+].[K+].C(OCC)C. (3) Given the product [OH:15][C:11]1([C:7]2[S:6][CH:10]=[CH:9][N:8]=2)[CH2:14][CH2:13][CH2:12]1, predict the reactants needed to synthesize it. The reactants are: [Li]CCCC.[S:6]1[CH:10]=[CH:9][N:8]=[CH:7]1.[C:11]1(=[O:15])[CH2:14][CH2:13][CH2:12]1.[NH4+].[Cl-]. (4) Given the product [CH3:27][C:17]1[CH:22]=[CH:21][C:20]([S:23]([O:1][C@H:2]2[CH2:3][C@@H:4]([NH:6][C:7]([O:8][CH2:9][C:10]3[CH:15]=[CH:14][CH:13]=[CH:12][CH:11]=3)=[O:16])[CH2:5]2)(=[O:25])=[O:24])=[CH:19][CH:18]=1, predict the reactants needed to synthesize it. The reactants are: [OH:1][C@@H:2]1[CH2:5][C@H:4]([NH:6][C:7](=[O:16])[O:8][CH2:9][C:10]2[CH:15]=[CH:14][CH:13]=[CH:12][CH:11]=2)[CH2:3]1.[C:17]1([CH3:27])[CH:22]=[CH:21][C:20]([S:23](Cl)(=[O:25])=[O:24])=[CH:19][CH:18]=1.C(N(CC)CC)C.